From a dataset of Forward reaction prediction with 1.9M reactions from USPTO patents (1976-2016). Predict the product of the given reaction. The product is: [F:1][C:2]1[CH:3]=[CH:4][CH:5]=[C:6]2[C:11]=1[O:10][C@@:9]([CH2:13][F:14])([CH3:12])[CH2:8][C@H:7]2[NH2:15]. Given the reactants [F:1][C:2]1[CH:3]=[CH:4][CH:5]=[C:6]2[C:11]=1[O:10][C:9]([CH2:13][F:14])([CH3:12])[CH2:8][C@H:7]2[NH2:15].[Li]CCCC, predict the reaction product.